Dataset: Full USPTO retrosynthesis dataset with 1.9M reactions from patents (1976-2016). Task: Predict the reactants needed to synthesize the given product. (1) Given the product [Cl:8][C:6]1[CH:7]=[C:2]([B:11]2[O:15][C:14]([CH3:17])([CH3:16])[C:13]([CH3:19])([CH3:18])[O:12]2)[CH:3]=[C:4]([F:10])[C:5]=1[F:9], predict the reactants needed to synthesize it. The reactants are: Br[C:2]1[CH:3]=[C:4]([F:10])[C:5]([F:9])=[C:6]([Cl:8])[CH:7]=1.[B:11]1([B:11]2[O:15][C:14]([CH3:17])([CH3:16])[C:13]([CH3:19])([CH3:18])[O:12]2)[O:15][C:14]([CH3:17])([CH3:16])[C:13]([CH3:19])([CH3:18])[O:12]1.CC([O-])=O.[K+]. (2) Given the product [Cl:20][C:21]1[CH:22]=[C:23]([CH:45]=[CH:46][C:47]=1[Cl:48])[CH2:24][N:25]1[CH2:30][CH2:29][O:28][C@@H:27]([CH2:31][NH:32][C:33]([NH:10][CH2:9][CH2:8][CH2:7][S:4]([CH2:2][CH3:3])(=[O:6])=[O:5])=[O:34])[CH2:26]1, predict the reactants needed to synthesize it. The reactants are: Cl.[CH2:2]([S:4]([CH2:7][CH2:8][CH2:9][NH2:10])(=[O:6])=[O:5])[CH3:3].C(N(CC)C(C)C)(C)C.[Cl:20][C:21]1[CH:22]=[C:23]([CH:45]=[CH:46][C:47]=1[Cl:48])[CH2:24][N:25]1[CH2:30][CH2:29][O:28][CH:27]([CH2:31][NH:32][C:33](=O)[O:34]C2C=CC([N+]([O-])=O)=CC=2)[CH2:26]1.C=CC1C=CC=CC=1.C=CC1C=CC(C=C)=CC=1.C1C=CC(C=O)=CC=1. (3) Given the product [CH3:1][C:2]1([CH3:12])[O:6][C@@H:5]([CH2:7][C:8]([O:10][Si:33]([C:29]([CH3:32])([CH3:31])[CH3:30])([C:40]2[CH:41]=[CH:42][CH:43]=[CH:44][CH:45]=2)[C:34]2[CH:39]=[CH:38][CH:37]=[CH:36][CH:35]=2)=[O:9])[C:4](=[O:11])[O:3]1, predict the reactants needed to synthesize it. The reactants are: [CH3:1][C:2]1([CH3:12])[O:6][C@@H:5]([CH2:7][C:8]([OH:10])=[O:9])[C:4](=[O:11])[O:3]1.C(O)(=O)[C@H](CC(O)=O)O.C(N(CC)CC)C.[C:29]([Si:33](Cl)([C:40]1[CH:45]=[CH:44][CH:43]=[CH:42][CH:41]=1)[C:34]1[CH:39]=[CH:38][CH:37]=[CH:36][CH:35]=1)([CH3:32])([CH3:31])[CH3:30].